From a dataset of Reaction yield outcomes from USPTO patents with 853,638 reactions. Predict the reaction yield, written as a fraction of the theoretical maximum amount of product (1.0 means a 100% yield; for example, 0.34 means a 34% yield). (1) The reactants are C([O:8][C:9]1[CH:14]=[CH:13][C:12]([CH:15]2[CH2:19][N:18]([C:20]3[CH:21]=[C:22]([CH:25]=[CH:26][CH:27]=3)[C:23]#[N:24])[C:17](=[O:28])[CH2:16]2)=[CH:11][C:10]=1[O:29][CH:30]1[CH2:34][CH2:33][CH2:32][CH2:31]1)C1C=CC=CC=1. The catalyst is CCO.CCOC(C)=O.[Pd]. The product is [CH:30]1([O:29][C:10]2[CH:11]=[C:12]([CH:15]3[CH2:19][N:18]([C:20]4[CH:21]=[C:22]([CH:25]=[CH:26][CH:27]=4)[C:23]#[N:24])[C:17](=[O:28])[CH2:16]3)[CH:13]=[CH:14][C:9]=2[OH:8])[CH2:34][CH2:33][CH2:32][CH2:31]1. The yield is 0.260. (2) The reactants are [C:1]([C:4]1[C:8]([CH3:9])=[C:7](Br)[O:6][C:5]=1[CH3:11])(=[O:3])[CH3:2].O.C([O-])(O)=O.[Na+].[N:18]1[CH:23]=[CH:22][C:21](B(O)O)=[CH:20][CH:19]=1. The catalyst is C(COC)OC.C1C=CC(P(C2C=CC=CC=2)C2C=CC=CC=2)=CC=1.C1C=CC(P(C2C=CC=CC=2)C2C=CC=CC=2)=CC=1.Cl[Pd]Cl. The product is [C:1]([C:4]1[C:8]([CH3:9])=[C:7]([C:21]2[CH:22]=[CH:23][N:18]=[CH:19][CH:20]=2)[O:6][C:5]=1[CH3:11])(=[O:3])[CH3:2]. The yield is 0.310. (3) The reactants are Br[CH2:2][C:3]1[CH:12]=[CH:11][C:6]([C:7]([O:9][CH3:10])=[O:8])=[C:5]([Cl:13])[CH:4]=1.[N-:14]=[N+:15]=[N-:16].[Na+]. The catalyst is CS(C)=O.O. The product is [N:14]([CH2:2][C:3]1[CH:12]=[CH:11][C:6]([C:7]([O:9][CH3:10])=[O:8])=[C:5]([Cl:13])[CH:4]=1)=[N+:15]=[N-:16]. The yield is 0.960. (4) The reactants are [F:8][C:7]([F:10])([F:9])[C:6](O[C:6](=[O:11])[C:7]([F:10])([F:9])[F:8])=[O:11].[F:14][C:15]1[CH:20]=[CH:19][C:18]([C:21]2[CH:26]=[CH:25][CH:24]=[C:23]([NH2:27])[CH:22]=2)=[CH:17][C:16]=1[N+:28]([O-:30])=[O:29].C(N(CC)CC)C. The catalyst is ClCCl. The product is [F:14][C:15]1[CH:20]=[CH:19][C:18]([C:21]2[CH:26]=[CH:25][CH:24]=[C:23]([NH:27][C:6](=[O:11])[C:7]([F:8])([F:9])[F:10])[CH:22]=2)=[CH:17][C:16]=1[N+:28]([O-:30])=[O:29]. The yield is 0.650. (5) The reactants are [CH:1]([NH:4][S:5]([CH3:8])(=[O:7])=[O:6])([CH3:3])[CH3:2].[H-].[Na+].[Cl:11][C:12]1[N:17]=[C:16](Cl)[CH:15]=[CH:14][N:13]=1. The catalyst is CN(C=O)C. The product is [Cl:11][C:12]1[N:17]=[C:16]([N:4]([CH:1]([CH3:3])[CH3:2])[S:5]([CH3:8])(=[O:7])=[O:6])[CH:15]=[CH:14][N:13]=1. The yield is 0.800. (6) The reactants are [S:1]1[CH:5]=[CH:4][C:3]([CH:6]=[O:7])=[CH:2]1.[OH-].[K+].[N+:10]([CH2:12][C:13]([N:15]1[CH2:20][CH2:19][O:18][CH2:17][CH2:16]1)=[O:14])#[C-:11]. The yield is 0.250. The product is [S:1]1[CH:5]=[CH:4][C:3]([C@@H:6]2[O:7][CH:11]=[N:10][C@H:12]2[C:13]([N:15]2[CH2:16][CH2:17][O:18][CH2:19][CH2:20]2)=[O:14])=[CH:2]1. The catalyst is CO.